Dataset: Reaction yield outcomes from USPTO patents with 853,638 reactions. Task: Predict the reaction yield, written as a fraction of the theoretical maximum amount of product (1.0 means a 100% yield; for example, 0.34 means a 34% yield). (1) The reactants are [Cl:1][C:2]1[CH:7]=[CH:6][C:5]([C@@H:8]2[CH2:12][N:11]([C:13]3[CH:18]=[CH:17][CH2:16][NH:15][N:14]=3)[CH2:10][C@H:9]2[C:19]([O:21]C)=[O:20])=[CH:4][CH:3]=1.ClC1C=CC([C@@H]2CN(C3C=CCNN=3)C[C@H]2C([O-])=O)=CC=1. No catalyst specified. The product is [Cl:1][C:2]1[CH:7]=[CH:6][C:5]([C@@H:8]2[CH2:12][N:11]([C:13]3[CH:18]=[CH:17][CH2:16][NH:15][N:14]=3)[CH2:10][C@H:9]2[C:19]([OH:21])=[O:20])=[CH:4][CH:3]=1. The yield is 0.700. (2) The reactants are Cl[C:2]1[N:11]=[C:10]([NH:12][CH2:13][CH:14]2[CH2:16][C@@:15]2([C:24]2[CH:29]=[CH:28][CH:27]=[CH:26][CH:25]=2)[C:17]([N:19]([CH2:22][CH3:23])[CH2:20][CH3:21])=[O:18])[C:9]2[C:4](=[CH:5][CH:6]=[CH:7][CH:8]=2)[N:3]=1.[N:30]1[CH:31]=[CH:32][N:33]2[CH:38]=[C:37](B(O)O)[CH:36]=[CH:35][C:34]=12.C(NC1C2C(=CC=CC=2)N=C(C2SC3C=CC=CC=3C=2)N=1)(C1C=CC=CC=1)C1C=CC=CC=1. The catalyst is C(Cl)(Cl)Cl.CO. The product is [CH2:20]([N:19]([CH2:22][CH3:23])[C:17]([C@:15]1([C:24]2[CH:29]=[CH:28][CH:27]=[CH:26][CH:25]=2)[CH2:16][C@@H:14]1[CH2:13][NH:12][C:10]1[C:9]2[C:4](=[CH:5][CH:6]=[CH:7][CH:8]=2)[N:3]=[C:2]([C:37]2[CH:36]=[CH:35][C:34]3[N:33]([CH:32]=[CH:31][N:30]=3)[CH:38]=2)[N:11]=1)=[O:18])[CH3:21]. The yield is 0.280.